From a dataset of Full USPTO retrosynthesis dataset with 1.9M reactions from patents (1976-2016). Predict the reactants needed to synthesize the given product. (1) Given the product [CH3:12][C:9]1[N:10]=[CH:11][C:6]([CH:4]([NH2:1])[CH3:5])=[CH:7][N:8]=1, predict the reactants needed to synthesize it. The reactants are: [N:1]([CH:4]([C:6]1[CH:7]=[N:8][C:9]([CH3:12])=[N:10][CH:11]=1)[CH3:5])=[N+]=[N-]. (2) Given the product [CH:18]([S:12][C:8]1[C:7]([C:13]#[N:14])=[CH:6][C:5]2[C:4](=[O:15])[CH2:3][C:2]([CH3:16])([CH3:1])[CH2:11][C:10]=2[N:9]=1)([CH3:20])[CH3:19], predict the reactants needed to synthesize it. The reactants are: [CH3:1][C:2]1([CH3:16])[CH2:11][C:10]2[NH:9][C:8](=[S:12])[C:7]([C:13]#[N:14])=[CH:6][C:5]=2[C:4](=[O:15])[CH2:3]1.Br[CH:18]([CH3:20])[CH3:19].